From a dataset of Full USPTO retrosynthesis dataset with 1.9M reactions from patents (1976-2016). Predict the reactants needed to synthesize the given product. (1) Given the product [C:17]([C:19]1[CH:24]=[CH:23][C:22]([CH2:25][O:1][C:2]2[N:6]([C:7]3[CH:12]=[C:11]([C:13]([O:15][CH3:16])=[O:14])[CH:10]=[CH:9][N:8]=3)[N:5]=[CH:4][CH:3]=2)=[CH:21][CH:20]=1)#[N:18], predict the reactants needed to synthesize it. The reactants are: [OH:1][C:2]1[N:6]([C:7]2[CH:12]=[C:11]([C:13]([O:15][CH3:16])=[O:14])[CH:10]=[CH:9][N:8]=2)[N:5]=[CH:4][CH:3]=1.[C:17]([C:19]1[CH:24]=[CH:23][C:22]([CH2:25]O)=[CH:21][CH:20]=1)#[N:18]. (2) Given the product [S:1]([O-:5])([O-:4])(=[O:3])=[O:2].[Ca+2:22].[P:7](=[O:6])([OH:10])([OH:9])[OH:8], predict the reactants needed to synthesize it. The reactants are: [S:1](=[O:5])(=[O:4])([OH:3])[OH:2].[O-:6][P:7]([O-:10])([O-:9])=[O:8].[O-:6][P:7]([O-:10])([O-:9])=[O:8].[O-:6][P:7]([O-:10])([O-:9])=[O:8].[F-].[Ca+2:22].[Ca+2:22].[Ca+2:22].[Ca+2].[Ca+2].